Dataset: Full USPTO retrosynthesis dataset with 1.9M reactions from patents (1976-2016). Task: Predict the reactants needed to synthesize the given product. (1) Given the product [CH3:15][C:13]([N:16]1[C:20]([C:21]([NH:1][CH2:2][C:3]2[CH:4]=[CH:5][C:6]([B:9]([OH:11])[OH:10])=[CH:7][CH:8]=2)=[O:22])=[CH:19][C:18]([CH3:24])=[N:17]1)([CH3:12])[CH3:14], predict the reactants needed to synthesize it. The reactants are: [NH2:1][CH2:2][C:3]1[CH:8]=[CH:7][C:6]([B:9]([OH:11])[OH:10])=[CH:5][CH:4]=1.[CH3:12][C:13]([N:16]1[C:20]([C:21](Cl)=[O:22])=[CH:19][C:18]([CH3:24])=[N:17]1)([CH3:15])[CH3:14].C(N(CC)CC)C. (2) The reactants are: [Cl:1][C:2]1[CH:7]=[C:6]([F:8])[CH:5]=[CH:4][C:3]=1[C@H:9]1[C:14]([C:15]([O:17][C@H:18]([CH3:24])[C:19]([O:21][CH2:22][CH3:23])=[O:20])=[O:16])=[C:13]([CH2:25]Br)[NH:12][C:11]([C:27]2[S:28][CH:29]=[CH:30][N:31]=2)=[N:10]1.[NH:32]1[CH2:37][CH2:36][O:35][CH2:34][CH2:33]1. Given the product [Cl:1][C:2]1[CH:7]=[C:6]([F:8])[CH:5]=[CH:4][C:3]=1[C@H:9]1[C:14]([C:15]([O:17][C@H:18]([CH3:24])[C:19]([O:21][CH2:22][CH3:23])=[O:20])=[O:16])=[C:13]([CH2:25][N:32]2[CH2:37][CH2:36][O:35][CH2:34][CH2:33]2)[NH:12][C:11]([C:27]2[S:28][CH:29]=[CH:30][N:31]=2)=[N:10]1, predict the reactants needed to synthesize it. (3) Given the product [CH:18]1[C:9]2[CH2:10][CH2:11][C:12]3[CH:17]=[CH:16][CH:15]=[CH:14][C:13]=3[C:7](=[CH:6][C:5]3[CH:4]=[C:3]([OH:2])[CH:24]=[CH:23][CH:22]=3)[C:8]=2[CH:21]=[CH:20][CH:19]=1, predict the reactants needed to synthesize it. The reactants are: C[O:2][C:3]1[CH:4]=[C:5]([CH:22]=[CH:23][CH:24]=1)[CH:6]=[C:7]1[C:13]2[CH:14]=[CH:15][CH:16]=[CH:17][C:12]=2[CH2:11][CH2:10][C:9]2[CH:18]=[CH:19][CH:20]=[CH:21][C:8]1=2.Cl.N1C=CC=CC=1. (4) The reactants are: [Cl:1][C:2]1[C:11]2[C:6](=[CH:7][C:8]([O:12][CH3:13])=[CH:9][CH:10]=2)[C:5](B(O)O)=[CH:4][N:3]=1.Br[C:18]1[S:19][CH:20]=[CH:21][N:22]=1.C(=O)([O-])[O-].[K+].[K+]. Given the product [Cl:1][C:2]1[C:11]2[C:6](=[CH:7][C:8]([O:12][CH3:13])=[CH:9][CH:10]=2)[C:5]([C:18]2[S:19][CH:20]=[CH:21][N:22]=2)=[CH:4][N:3]=1, predict the reactants needed to synthesize it. (5) Given the product [CH2:1]([N:3]([CH2:52][CH3:53])[CH2:4][CH2:5][O:6][C:7]1[C:12]([C:13]2[CH:14]=[N:15][C:16]([NH:28][C:29]([NH:31][CH2:32][CH3:33])=[O:30])=[CH:17][C:18]=2[C:19]2[S:20][CH:21]=[C:22]([C:24]([F:25])([F:27])[F:26])[N:23]=2)=[CH:11][C:10]([C:34]2[O:51][C:38]([C@@H:39]([NH:43][C:44](=[O:50])[O:45][C:46]([CH3:47])([CH3:48])[CH3:49])[CH:40]([CH3:42])[CH3:41])=[N:37][N:36]=2)=[CH:9][N:8]=1)[CH3:2], predict the reactants needed to synthesize it. The reactants are: [CH2:1]([N:3]([CH2:52][CH3:53])[CH2:4][CH2:5][O:6][C:7]1[C:12]([C:13]2[CH:14]=[N:15][C:16]([NH:28][C:29]([NH:31][CH2:32][CH3:33])=[O:30])=[CH:17][C:18]=2[C:19]2[S:20][CH:21]=[C:22]([C:24]([F:27])([F:26])[F:25])[N:23]=2)=[CH:11][C:10]([C:34]([NH:36][NH:37][C:38](=[O:51])[C@@H:39]([NH:43][C:44](=[O:50])[O:45][C:46]([CH3:49])([CH3:48])[CH3:47])[CH:40]([CH3:42])[CH3:41])=O)=[CH:9][N:8]=1)[CH3:2].C1(P(C2C=CC=CC=2)C2C=CC=CC=2)C=CC=CC=1.C(Cl)(Cl)(Cl)Cl. (6) Given the product [CH2:2]([S:34]([C:15]1[S:19][CH:18]=[N:17][C:16]=1[C:20]1[N:32]([CH3:33])[C:23]2=[N:24][CH:25]=[C:26]([C:28]([F:31])([F:29])[F:30])[CH:27]=[C:22]2[N:21]=1)(=[O:38])=[O:36])[CH3:11], predict the reactants needed to synthesize it. The reactants are: Cl[C:2]1C=C(C=C[CH:11]=1)C(OO)=O.C(S[C:15]1[S:19][CH:18]=[N:17][C:16]=1[C:20]1[N:32]([CH3:33])[C:23]2=[N:24][CH:25]=[C:26]([C:28]([F:31])([F:30])[F:29])[CH:27]=[C:22]2[N:21]=1)C.[S:34]([O-:38])([O-])(=[O:36])=S.[Na+].[Na+]. (7) Given the product [I-:14].[CH3:13][N+:8]1([CH:3]2[CH2:4][CH2:5][CH2:6][CH2:7][CH:2]2[CH3:1])[CH2:12][CH2:11][CH2:10][CH2:9]1, predict the reactants needed to synthesize it. The reactants are: [CH3:1][CH:2]1[CH2:7][CH2:6][CH2:5][CH2:4][CH:3]1[N:8]1[CH2:12][CH2:11][CH2:10][CH2:9]1.[CH3:13][I:14]. (8) Given the product [NH2:23][C:12]1[N:13]=[C:14]([N:17]2[CH2:22][CH2:21][N:20]([C:35](=[O:36])[CH2:34][O:33][C:32]3[CH:38]=[CH:39][C:29]([O:28][CH3:27])=[CH:30][CH:31]=3)[CH2:19][CH2:18]2)[C:15]2[N:16]=[C:8]([CH2:7][CH2:6][C:5]3[CH:24]=[CH:25][CH:26]=[C:3]([O:2][CH3:1])[CH:4]=3)[S:9][C:10]=2[N:11]=1, predict the reactants needed to synthesize it. The reactants are: [CH3:1][O:2][C:3]1[CH:4]=[C:5]([CH:24]=[CH:25][CH:26]=1)[CH2:6][CH2:7][C:8]1[S:9][C:10]2[N:11]=[C:12]([NH2:23])[N:13]=[C:14]([N:17]3[CH2:22][CH2:21][NH:20][CH2:19][CH2:18]3)[C:15]=2[N:16]=1.[CH3:27][O:28][C:29]1[CH:39]=[CH:38][C:32]([O:33][CH2:34][C:35](O)=[O:36])=[CH:31][CH:30]=1. (9) Given the product [Cl:1][C:2]1[C:3]2[N:4]([C:8]([C:19](=[O:22])[C:20]#[CH:21])=[C:9]([C:11]3[CH:16]=[CH:15][CH:14]=[C:13]([O:17][CH3:18])[CH:12]=3)[N:10]=2)[CH:5]=[CH:6][CH:7]=1, predict the reactants needed to synthesize it. The reactants are: [Cl:1][C:2]1[C:3]2[N:4]([C:8]([CH:19]([OH:22])[C:20]#[CH:21])=[C:9]([C:11]3[CH:16]=[CH:15][CH:14]=[C:13]([O:17][CH3:18])[CH:12]=3)[N:10]=2)[CH:5]=[CH:6][CH:7]=1.